Dataset: Full USPTO retrosynthesis dataset with 1.9M reactions from patents (1976-2016). Task: Predict the reactants needed to synthesize the given product. (1) Given the product [OH:1][C@@H:2]([CH2:49][N:47]1[CH2:46][CH2:40][O:43][CH2:9][CH2:48]1)[CH2:4][O:15][C:16]1[CH:17]=[CH:18][C:19]2[C:20]3[N:21]([CH2:37][CH2:38][N:39]=3)[C:22]([NH:28][C:29]([C:30]3[CH:31]=[N:32][CH:33]=[CH:34][CH:35]=3)=[O:36])=[N:23][C:24]=2[C:25]=1[O:26][CH3:27], predict the reactants needed to synthesize it. The reactants are: [OH:1][C:2]([C:4](F)(F)F)=O.O[C:9](C(F)(F)F)=O.[OH:15][C:16]1[CH:17]=[CH:18][C:19]2[C:20]3[N:21]([CH2:37][CH2:38][N:39]=3)[C:22]([NH:28][C:29](=[O:36])[C:30]3[CH:35]=[CH:34][CH:33]=[N:32][CH:31]=3)=[N:23][C:24]=2[C:25]=1[O:26][CH3:27].[C:40]([O-:43])([O-])=O.[Cs+].[Cs+].[CH3:46][N:47]([CH:49]=O)[CH3:48]. (2) Given the product [CH:9]1[C:18]2[C:13](=[C:14]([NH:19][C:2]([NH:1][CH2:4][CH2:5][CH2:6][CH2:7][CH3:8])=[O:3])[CH:15]=[CH:16][CH:17]=2)[CH:12]=[CH:11][N:10]=1, predict the reactants needed to synthesize it. The reactants are: [N:1]([CH2:4][CH2:5][CH2:6][CH2:7][CH3:8])=[C:2]=[O:3].[CH:9]1[C:18]2[CH:17]=[CH:16][CH:15]=[C:14]([NH2:19])[C:13]=2[CH:12]=[CH:11][N:10]=1.BrC1C=CC(CN=C=O)=CC=1. (3) Given the product [CH3:1][CH:2]1[CH:7]([CH3:8])[CH:6]([CH3:9])[CH2:5][C:4](=[O:10])[CH2:3]1, predict the reactants needed to synthesize it. The reactants are: [CH3:1][CH:2]1[CH:7]([CH3:8])[CH:6]([CH3:9])[CH2:5][CH:4]([OH:10])[CH2:3]1.CC(OI1(OC(C)=O)(OC(C)=O)OC(=O)C2C=CC=CC1=2)=O.FC(F)(F)C(OC(=O)C(F)(F)F)=O.[OH-].[Na+]. (4) Given the product [CH3:31][C:32]1[CH:33]=[C:34]([NH:37][C:26]([CH2:25][NH:24][C:22](=[O:23])[C:21]2[CH:29]=[CH:30][C:18]([S:15](=[O:17])(=[O:16])[NH:14][C:9]3[CH:10]=[CH:11][CH:12]=[CH:13][C:8]=3[O:1][C:2]3[CH:7]=[CH:6][CH:5]=[CH:4][CH:3]=3)=[CH:19][CH:20]=2)=[O:28])[NH:35][N:36]=1, predict the reactants needed to synthesize it. The reactants are: [O:1]([C:8]1[CH:13]=[CH:12][CH:11]=[CH:10][C:9]=1[NH:14][S:15]([C:18]1[CH:30]=[CH:29][C:21]([C:22]([NH:24][CH2:25][C:26]([OH:28])=O)=[O:23])=[CH:20][CH:19]=1)(=[O:17])=[O:16])[C:2]1[CH:7]=[CH:6][CH:5]=[CH:4][CH:3]=1.[CH3:31][C:32]1[CH:33]=[C:34]([NH2:37])[NH:35][N:36]=1. (5) Given the product [C:3]([O:7][C:8]([N:10]1[CH2:15][CH:14]([C:16]2[CH:21]=[C:20]([F:22])[CH:19]=[C:18]([F:23])[CH:17]=2)[N:13]([CH2:24][C:25]([OH:27])=[O:26])[C:12](=[O:29])[C@@H:11]1[CH2:30][CH:31]1[CH2:32][CH2:33][CH2:34][CH2:35][CH2:36][CH2:37]1)=[O:9])([CH3:6])([CH3:4])[CH3:5], predict the reactants needed to synthesize it. The reactants are: [OH-].[Li+].[C:3]([O:7][C:8]([N:10]1[CH2:15][CH:14]([C:16]2[CH:21]=[C:20]([F:22])[CH:19]=[C:18]([F:23])[CH:17]=2)[N:13]([CH2:24][C:25]([O:27]C)=[O:26])[C:12](=[O:29])[C@@H:11]1[CH2:30][CH:31]1[CH2:37][CH2:36][CH2:35][CH2:34][CH2:33][CH2:32]1)=[O:9])([CH3:6])([CH3:5])[CH3:4].